Dataset: Forward reaction prediction with 1.9M reactions from USPTO patents (1976-2016). Task: Predict the product of the given reaction. (1) Given the reactants [C:1]([C:4]1[C:12]2[C:7](=[CH:8][CH:9]=[C:10]([O:13][CH2:14][C:15]3N=CC=[CH:17][N:16]=3)[CH:11]=2)[N:6]([CH2:21][C:22]([OH:24])=[O:23])[N:5]=1)(=[O:3])[CH3:2].BrC[C:27]1[S:28]C=CN=1.ClCC1N=CC=CN=1.C([O-])([O-])=O.[K+].[K+], predict the reaction product. The product is: [C:1]([C:4]1[C:12]2[C:7](=[CH:8][CH:9]=[C:10]([O:13][CH2:14][C:15]3[N:16]=[CH:17][S:28][CH:27]=3)[CH:11]=2)[N:6]([CH2:21][C:22]([OH:24])=[O:23])[N:5]=1)(=[O:3])[CH3:2]. (2) Given the reactants [NH2:1][C:2]1[CH:7]=[C:6]([O:8][C:9]2[CH:14]=[CH:13][C:12]([NH:15][C:16](=[O:28])[CH2:17][C:18]([NH:20][C:21]3[CH:26]=[CH:25][C:24]([F:27])=[CH:23][CH:22]=3)=[O:19])=[C:11]([CH3:29])[CH:10]=2)[CH:5]=[CH:4][N:3]=1.[CH3:30][N:31]([CH3:34])[CH:32]=[O:33].[CH2:35]([N:37]([CH2:40][CH3:41])[CH2:38][CH3:39])[CH3:36].Cl[C:43](OC1C=CC=CC=1)=O, predict the reaction product. The product is: [F:27][C:24]1[CH:25]=[CH:26][C:21]([NH:20][C:18](=[O:19])[CH2:17][C:16]([NH:15][C:12]2[CH:13]=[CH:14][C:9]([O:8][C:6]3[CH:5]=[CH:4][N:3]=[C:2]([NH:1][C:32]([N:31]4[CH2:34][CH2:43][CH:35]([N:37]5[CH2:40][CH2:41][CH2:39][CH2:38]5)[CH2:36][CH2:30]4)=[O:33])[CH:7]=3)=[CH:10][C:11]=2[CH3:29])=[O:28])=[CH:22][CH:23]=1. (3) Given the reactants [S:1]1(=[O:11])(=[O:10])[CH:5]=[CH:4][C:3]2[CH:6]=[CH:7][CH:8]=[CH:9][C:2]1=2.[H][H], predict the reaction product. The product is: [S:1]1(=[O:10])(=[O:11])[CH2:5][CH2:4][C:3]2[CH:6]=[CH:7][CH:8]=[CH:9][C:2]1=2. (4) Given the reactants [CH3:1][C:2]([C:6]1[CH:11]=[CH:10][CH:9]=[CH:8][C:7]=1[N+:12]([O-:14])=[O:13])([CH3:5])[CH2:3][NH2:4].[Br:15]N1C(=O)CCC1=O.[C:23]([O:27][C:28]([O:30]C(OC(C)(C)C)=O)=O)([CH3:26])([CH3:25])[CH3:24].Cl, predict the reaction product. The product is: [C:23]([O:27][C:28](=[O:30])[NH:4][CH2:3][C:2]([C:6]1[CH:11]=[CH:10][C:9]([Br:15])=[CH:8][C:7]=1[N+:12]([O-:14])=[O:13])([CH3:1])[CH3:5])([CH3:26])([CH3:25])[CH3:24]. (5) Given the reactants [OH:1][C:2]1([CH:8]([C:11]2[CH:16]=[CH:15][CH:14]=[CH:13][CH:12]=2)[C:9]#[N:10])[CH2:7][CH2:6][O:5][CH2:4][CH2:3]1.[ClH:17], predict the reaction product. The product is: [Cl-:17].[OH:1][C:2]1([CH:8]([C:11]2[CH:16]=[CH:15][CH:14]=[CH:13][CH:12]=2)[CH2:9][NH3+:10])[CH2:7][CH2:6][O:5][CH2:4][CH2:3]1. (6) Given the reactants [Cl:1][C:2]1[CH:3]=[C:4]([CH:9]2[C:18]3[C:13](=[CH:14][CH:15]=[CH:16][CH:17]=3)[CH:12]([NH:19][CH3:20])[CH2:11][CH2:10]2)[CH:5]=[CH:6][C:7]=1[Cl:8].N1C=CC=CC=1.[OH-].[K+].Cl, predict the reaction product. The product is: [ClH:1].[CH3:20][NH:19][C@H:12]1[C:13]2[C:18](=[CH:17][CH:16]=[CH:15][CH:14]=2)[C@@H:9]([C:4]2[CH:5]=[CH:6][C:7]([Cl:8])=[C:2]([Cl:1])[CH:3]=2)[CH2:10][CH2:11]1.